The task is: Predict the reaction yield, written as a fraction of the theoretical maximum amount of product (1.0 means a 100% yield; for example, 0.34 means a 34% yield).. This data is from Reaction yield outcomes from USPTO patents with 853,638 reactions. (1) The reactants are S(Cl)([Cl:3])=O.[CH3:5][O:6][C:7]([C:9]1[CH:10]=[C:11]2[C:16](=[CH:17][CH:18]=1)[NH:15][N:14]=[CH:13][C:12]2=O)=[O:8]. The catalyst is CN(C)C=O.C1(C)C=CC=CC=1. The product is [CH3:5][O:6][C:7]([C:9]1[CH:10]=[C:11]2[C:16](=[CH:17][CH:18]=1)[N:15]=[N:14][CH:13]=[C:12]2[Cl:3])=[O:8]. The yield is 0.829. (2) The reactants are F[C:2]1[CH:9]=[CH:8][C:7]([F:10])=[CH:6][C:3]=1[C:4]#[N:5].[Na].[NH:12]1[CH:16]=[N:15][CH:14]=[N:13]1. The catalyst is CN(C)C=O.C(Cl)Cl. The product is [F:10][C:7]1[CH:8]=[CH:9][C:2]([N:12]2[CH:16]=[N:15][CH:14]=[N:13]2)=[C:3]([CH:6]=1)[C:4]#[N:5]. The yield is 0.490. (3) The reactants are [C:1]([O:5][C:6]([N:8]([CH2:26][C:27]([O:29][C:30]([CH3:33])([CH3:32])[CH3:31])=[O:28])[C:9]1[CH:14]=[CH:13][CH:12]=[C:11]([CH2:15][NH:16][S:17]([C:20]2[CH:25]=[CH:24][CH:23]=[CH:22][N:21]=2)(=[O:19])=[O:18])[N:10]=1)=[O:7])([CH3:4])([CH3:3])[CH3:2].[CH3:34][CH:35]([C:40]1[CH:47]=[CH:46][C:43]([CH2:44]O)=[CH:42][CH:41]=1)[CH2:36][CH2:37][CH2:38][CH3:39].C(P(CCCC)CCCC)CCC.CN(C)C(N=NC(N(C)C)=O)=O. The catalyst is O.O1CCCC1. The product is [C:1]([O:5][C:6]([N:8]([CH2:26][C:27]([O:29][C:30]([CH3:33])([CH3:32])[CH3:31])=[O:28])[C:9]1[CH:14]=[CH:13][CH:12]=[C:11]([CH:15]([CH2:44][C:43]2[CH:46]=[CH:47][C:40]([CH:35]([CH3:34])[CH2:36][CH2:37][CH2:38][CH3:39])=[CH:41][CH:42]=2)[NH:16][S:17]([C:20]2[CH:25]=[CH:24][CH:23]=[CH:22][N:21]=2)(=[O:19])=[O:18])[N:10]=1)=[O:7])([CH3:4])([CH3:3])[CH3:2]. The yield is 0.940. (4) The reactants are [CH:1]1[C:13]2[NH:12][C:11]3[C:6](=[CH:7][CH:8]=[CH:9][CH:10]=3)[C:5]=2[C:4]([O:14][CH2:15][CH:16]([OH:24])[CH2:17][N:18]2[CH2:23][CH2:22][NH:21][CH2:20][CH2:19]2)=[CH:3][CH:2]=1.[N+:25]([C:28]1[O:34][C:31]([CH:32]=O)=[CH:30][CH:29]=1)([O-:27])=[O:26].[BH-](OC(C)=O)(OC(C)=O)OC(C)=O.[Na+]. The catalyst is C1COCC1.C(O)(=O)C.ClCCl. The product is [CH:1]1[C:13]2[NH:12][C:11]3[C:6](=[CH:7][CH:8]=[CH:9][CH:10]=3)[C:5]=2[C:4]([O:14][CH2:15][CH:16]([OH:24])[CH2:17][N:18]2[CH2:23][CH2:22][N:21]([CH2:32][C:31]3[O:34][C:28]([N+:25]([O-:27])=[O:26])=[CH:29][CH:30]=3)[CH2:20][CH2:19]2)=[CH:3][CH:2]=1. The yield is 0.290. (5) The reactants are [CH:1]([CH:4]1[NH:9][CH2:8][CH2:7][N:6]2[C:10]3[CH:16]=[C:15]([S:17]([CH3:20])(=[O:19])=[O:18])[CH:14]=[CH:13][C:11]=3[N:12]=[C:5]12)([CH3:3])[CH3:2].Cl[C:22]1[N:27]=[C:26]([C:28]([F:31])([F:30])[F:29])[CH:25]=[CH:24][N:23]=1.CCN(C(C)C)C(C)C.O. The catalyst is CS(C)=O. The product is [CH:1]([CH:4]1[N:9]([C:22]2[N:27]=[C:26]([C:28]([F:31])([F:30])[F:29])[CH:25]=[CH:24][N:23]=2)[CH2:8][CH2:7][N:6]2[C:10]3[CH:16]=[C:15]([S:17]([CH3:20])(=[O:18])=[O:19])[CH:14]=[CH:13][C:11]=3[N:12]=[C:5]12)([CH3:3])[CH3:2]. The yield is 0.230. (6) The reactants are [F:1][C:2]1[CH:7]=[CH:6][CH:5]=[C:4]([F:8])[C:3]=1[C:9]1[O:10][C:11]([C:17]2[CH:22]=[CH:21][C:20]([N:23]3[CH2:28][CH2:27][NH:26][CH2:25][CH2:24]3)=[CH:19][CH:18]=2)=[C:12]([C:14]([NH2:16])=[O:15])[N:13]=1.[CH3:29][N:30]=[C:31]=[O:32]. The catalyst is C(Cl)Cl. The product is [C:14]([C:12]1[N:13]=[C:9]([C:3]2[C:4]([F:8])=[CH:5][CH:6]=[CH:7][C:2]=2[F:1])[O:10][C:11]=1[C:17]1[CH:18]=[CH:19][C:20]([N:23]2[CH2:24][CH2:25][N:26]([C:31]([NH:30][CH3:29])=[O:32])[CH2:27][CH2:28]2)=[CH:21][CH:22]=1)(=[O:15])[NH2:16]. The yield is 0.790. (7) The yield is 0.400. The reactants are [Cl:1][C:2]1[CH:17]=[C:16]([Cl:18])[CH:15]=[CH:14][C:3]=1[O:4][C:5]1[CH:13]=[CH:12][CH:11]=[CH:10][C:6]=1[C:7]([OH:9])=O.Cl.CN(C)CCCN=C=NCC.C(N(CC)CC)C.[C:38]([O:42][C:43]([N:45]1[CH2:50][CH2:49][CH:48]([NH2:51])[CH2:47][CH2:46]1)=[O:44])([CH3:41])([CH3:40])[CH3:39]. The product is [C:38]([O:42][C:43]([N:45]1[CH2:50][CH2:49][CH:48]([NH:51][C:7](=[O:9])[C:6]2[CH:10]=[CH:11][CH:12]=[CH:13][C:5]=2[O:4][C:3]2[CH:14]=[CH:15][C:16]([Cl:18])=[CH:17][C:2]=2[Cl:1])[CH2:47][CH2:46]1)=[O:44])([CH3:41])([CH3:39])[CH3:40]. The catalyst is C(Cl)Cl.CN(C)C1C=CN=CC=1.